This data is from M1 muscarinic receptor agonist screen with 61,833 compounds. The task is: Binary Classification. Given a drug SMILES string, predict its activity (active/inactive) in a high-throughput screening assay against a specified biological target. The drug is O1C23C(C(C1C=C3)C(OCC(=O)NCc1occc1)=O)C(=O)N(C2)c1cc(cc(c1)C)C. The result is 0 (inactive).